This data is from NCI-60 drug combinations with 297,098 pairs across 59 cell lines. The task is: Regression. Given two drug SMILES strings and cell line genomic features, predict the synergy score measuring deviation from expected non-interaction effect. (1) Drug 1: CCC1(CC2CC(C3=C(CCN(C2)C1)C4=CC=CC=C4N3)(C5=C(C=C6C(=C5)C78CCN9C7C(C=CC9)(C(C(C8N6C=O)(C(=O)OC)O)OC(=O)C)CC)OC)C(=O)OC)O.OS(=O)(=O)O. Drug 2: CCN(CC)CCNC(=O)C1=C(NC(=C1C)C=C2C3=C(C=CC(=C3)F)NC2=O)C. Cell line: SK-MEL-28. Synergy scores: CSS=15.9, Synergy_ZIP=1.98, Synergy_Bliss=7.41, Synergy_Loewe=-4.73, Synergy_HSA=0.971. (2) Drug 1: CC1=C2C(C(=O)C3(C(CC4C(C3C(C(C2(C)C)(CC1OC(=O)C(C(C5=CC=CC=C5)NC(=O)C6=CC=CC=C6)O)O)OC(=O)C7=CC=CC=C7)(CO4)OC(=O)C)O)C)OC(=O)C. Drug 2: CCN(CC)CCCC(C)NC1=C2C=C(C=CC2=NC3=C1C=CC(=C3)Cl)OC. Cell line: OVCAR-5. Synergy scores: CSS=57.5, Synergy_ZIP=-6.06, Synergy_Bliss=-5.23, Synergy_Loewe=-22.1, Synergy_HSA=-3.81.